Dataset: Retrosynthesis with 50K atom-mapped reactions and 10 reaction types from USPTO. Task: Predict the reactants needed to synthesize the given product. (1) Given the product COCCOc1ccc(-c2ccc(C(=O)NNC(=O)c3ccc(C(=O)OC)cn3)cc2)cc1, predict the reactants needed to synthesize it. The reactants are: COC(=O)c1ccc(C(=O)O)nc1.COCCOc1ccc(-c2ccc(C(=O)NN)cc2)cc1. (2) The reactants are: CC(C)N(C(=O)CN1C(=O)C(Cc2nn(C(=O)OC(C)(C)C)c3ccccc23)C(=O)N(c2ccccc2)c2ccccc21)c1ccc2c(c1)OCO2. Given the product CC(C)N(C(=O)CN1C(=O)C(Cc2n[nH]c3ccccc23)C(=O)N(c2ccccc2)c2ccccc21)c1ccc2c(c1)OCO2, predict the reactants needed to synthesize it.